Regression. Given two drug SMILES strings and cell line genomic features, predict the synergy score measuring deviation from expected non-interaction effect. From a dataset of NCI-60 drug combinations with 297,098 pairs across 59 cell lines. (1) Drug 1: CCCCC(=O)OCC(=O)C1(CC(C2=C(C1)C(=C3C(=C2O)C(=O)C4=C(C3=O)C=CC=C4OC)O)OC5CC(C(C(O5)C)O)NC(=O)C(F)(F)F)O. Drug 2: CN1C2=C(C=C(C=C2)N(CCCl)CCCl)N=C1CCCC(=O)O.Cl. Cell line: M14. Synergy scores: CSS=41.4, Synergy_ZIP=7.90, Synergy_Bliss=11.3, Synergy_Loewe=-0.131, Synergy_HSA=9.00. (2) Drug 1: CCCS(=O)(=O)NC1=C(C(=C(C=C1)F)C(=O)C2=CNC3=C2C=C(C=N3)C4=CC=C(C=C4)Cl)F. Cell line: NCI/ADR-RES. Synergy scores: CSS=8.85, Synergy_ZIP=-0.401, Synergy_Bliss=1.04, Synergy_Loewe=-5.52, Synergy_HSA=-0.220. Drug 2: C1C(C(OC1N2C=NC(=NC2=O)N)CO)O. (3) Drug 1: CCC(=C(C1=CC=CC=C1)C2=CC=C(C=C2)OCCN(C)C)C3=CC=CC=C3.C(C(=O)O)C(CC(=O)O)(C(=O)O)O. Drug 2: CCCCC(=O)OCC(=O)C1(CC(C2=C(C1)C(=C3C(=C2O)C(=O)C4=C(C3=O)C=CC=C4OC)O)OC5CC(C(C(O5)C)O)NC(=O)C(F)(F)F)O. Cell line: NCI-H226. Synergy scores: CSS=17.9, Synergy_ZIP=-0.983, Synergy_Bliss=2.13, Synergy_Loewe=-4.02, Synergy_HSA=-4.32. (4) Drug 1: CC1CCC2CC(C(=CC=CC=CC(CC(C(=O)C(C(C(=CC(C(=O)CC(OC(=O)C3CCCCN3C(=O)C(=O)C1(O2)O)C(C)CC4CCC(C(C4)OC)O)C)C)O)OC)C)C)C)OC. Drug 2: C1=CC=C(C(=C1)C(C2=CC=C(C=C2)Cl)C(Cl)Cl)Cl. Cell line: CAKI-1. Synergy scores: CSS=2.33, Synergy_ZIP=-0.446, Synergy_Bliss=-1.89, Synergy_Loewe=-5.31, Synergy_HSA=-3.65. (5) Drug 1: C1=CC(=CC=C1CCCC(=O)O)N(CCCl)CCCl. Drug 2: C1=NC(=NC(=O)N1C2C(C(C(O2)CO)O)O)N. Cell line: NCI-H522. Synergy scores: CSS=19.7, Synergy_ZIP=-5.83, Synergy_Bliss=-4.36, Synergy_Loewe=-3.15, Synergy_HSA=-2.97.